This data is from Full USPTO retrosynthesis dataset with 1.9M reactions from patents (1976-2016). The task is: Predict the reactants needed to synthesize the given product. (1) Given the product [C:25]([C:29]1[CH:34]=[CH:33][C:32]([NH:35][C:36]([N:15]2[CH2:16][CH2:17][N:12]([C:10]3[S:9][N:8]=[C:7]([C:1]4[CH:2]=[CH:3][CH:4]=[CH:5][CH:6]=4)[N:11]=3)[CH2:13][CH2:14]2)=[O:37])=[CH:31][CH:30]=1)([CH3:28])([CH3:26])[CH3:27], predict the reactants needed to synthesize it. The reactants are: [C:1]1([C:7]2[N:11]=[C:10]([N:12]3[CH2:17][CH2:16][NH:15][CH2:14][CH2:13]3)[S:9][N:8]=2)[CH:6]=[CH:5][CH:4]=[CH:3][CH:2]=1.C(N(CC)CC)C.[C:25]([C:29]1[CH:34]=[CH:33][C:32]([N:35]=[C:36]=[O:37])=[CH:31][CH:30]=1)([CH3:28])([CH3:27])[CH3:26]. (2) The reactants are: [O:1]=[C:2]1[C:10](=[C:11]([C:14]#[N:15])[C:12]#[N:13])[C:9]2[C:4](=[CH:5][CH:6]=[C:7]([S:16]([N:19]3[CH2:23][CH2:22][CH2:21][CH:20]3[CH2:24][O:25][C:26]3[CH:31]=[CH:30][CH:29]=[CH:28][CH:27]=3)(=[O:18])=[O:17])[CH:8]=2)[NH:3]1.[Br:32][C:33]1[CH:66]=[CH:65][C:36]([CH2:37]N2C3C(=CC(S(N4CCCC4COC4C=CC=CC=4)(=O)=O)=CC=3)C(=O)C2=O)=[CH:35][CH:34]=1. Given the product [Br:32][C:33]1[CH:66]=[CH:65][C:36]([CH2:37][N:3]2[C:4]3[C:9](=[CH:8][C:7]([S:16]([N:19]4[CH2:23][CH2:22][CH2:21][CH:20]4[CH2:24][O:25][C:26]4[CH:27]=[CH:28][CH:29]=[CH:30][CH:31]=4)(=[O:17])=[O:18])=[CH:6][CH:5]=3)[C:10](=[C:11]([C:12]#[N:13])[C:14]#[N:15])[C:2]2=[O:1])=[CH:35][CH:34]=1, predict the reactants needed to synthesize it. (3) Given the product [Cl:1][C:2]1[N:7]([CH2:13][C:14]2[CH:29]=[CH:28][CH:27]=[CH:32][C:15]=2[C:16]#[N:12])[C:6](=[O:8])[N:5]([CH3:9])[C:4](=[O:10])[CH:3]=1, predict the reactants needed to synthesize it. The reactants are: [Cl:1][C:2]1[NH:7][C:6](=[O:8])[N:5]([CH3:9])[C:4](=[O:10])[CH:3]=1.C[N:12]1[CH2:16][CH2:15][CH2:14][C:13]1=O.C(N(C(C)C)CC)(C)C.[C:27]1(C)[CH:32]=CC=[CH:29][CH:28]=1. (4) Given the product [C:40]([N:37]1[CH2:36][CH2:35][N:34]([S:31]([C:26]2[CH:27]=[CH:28][CH:29]=[CH:30][C:25]=2[C:6]2[CH:5]=[CH:4][C:3]([C:17]3[N:18]=[CH:19][C:20]([NH2:23])=[N:21][CH:22]=3)=[C:2]([F:1])[CH:7]=2)(=[O:33])=[O:32])[CH2:39][CH2:38]1)(=[O:42])[CH3:41], predict the reactants needed to synthesize it. The reactants are: [F:1][C:2]1[CH:7]=[C:6](B2OC(C)(C)C(C)(C)O2)[CH:5]=[CH:4][C:3]=1[C:17]1[N:18]=[CH:19][C:20]([NH2:23])=[N:21][CH:22]=1.Br[C:25]1[CH:30]=[CH:29][CH:28]=[CH:27][C:26]=1[S:31]([N:34]1[CH2:39][CH2:38][N:37]([C:40](=[O:42])[CH3:41])[CH2:36][CH2:35]1)(=[O:33])=[O:32]. (5) The reactants are: [F:1][C:2]1[CH:7]=[CH:6][CH:5]=[C:4]([F:8])[C:3]=1[C:9]1[S:10][C:11]([NH:30][C:31](=[O:37])[O:32][C:33]([CH3:36])([CH3:35])[CH3:34])=[C:12]([C:14](=[O:29])[NH:15][C:16]2[CH:17]=[N:18][N:19]([CH3:28])[C:20]=2[CH:21]2[CH2:26][CH2:25][C:24](=[O:27])[CH2:23][CH2:22]2)[N:13]=1.[BH4-].[Na+]. Given the product [F:1][C:2]1[CH:7]=[CH:6][CH:5]=[C:4]([F:8])[C:3]=1[C:9]1[S:10][C:11]([NH:30][C:31](=[O:37])[O:32][C:33]([CH3:35])([CH3:34])[CH3:36])=[C:12]([C:14](=[O:29])[NH:15][C:16]2[CH:17]=[N:18][N:19]([CH3:28])[C:20]=2[CH:21]2[CH2:22][CH2:23][CH:24]([OH:27])[CH2:25][CH2:26]2)[N:13]=1, predict the reactants needed to synthesize it. (6) Given the product [Cl:1][C:2]1[CH:9]=[C:8]([Cl:10])[CH:7]=[CH:6][C:3]=1[CH2:4][NH:5][C:17]1[CH:18]=[N:19][CH:20]=[CH:12][C:13]=1[C:14]([OH:16])=[O:15], predict the reactants needed to synthesize it. The reactants are: [Cl:1][C:2]1[CH:9]=[C:8]([Cl:10])[CH:7]=[CH:6][C:3]=1[CH2:4][NH2:5].F[C:12]1[CH:20]=[N:19][CH:18]=[CH:17][C:13]=1[C:14]([OH:16])=[O:15]. (7) Given the product [ClH:4].[ClH:4].[N:18]1([CH:14]2[CH2:15][CH2:16][CH2:17][CH:12]([NH2:11])[CH2:13]2)[CH:22]=[CH:21][N:20]=[CH:19]1, predict the reactants needed to synthesize it. The reactants are: C([Cl:4])(=O)C.C(OC(=O)[NH:11][CH:12]1[CH2:17][CH2:16][CH2:15][CH:14]([N:18]2[CH:22]=[CH:21][N:20]=[CH:19]2)[CH2:13]1)(C)(C)C.